Dataset: Full USPTO retrosynthesis dataset with 1.9M reactions from patents (1976-2016). Task: Predict the reactants needed to synthesize the given product. (1) Given the product [F:17][C:14]1[CH:13]=[N:12][C:11]([C@@H:9]([NH:8][C:6]2[N:5]=[C:4]([NH:18][C:19]3[N:20]=[CH:21][N:22]([CH:24]([CH3:26])[CH3:25])[CH:23]=3)[N:3]=[C:2]([N:27]3[CH2:32][CH2:31][O:30][CH2:29][CH2:28]3)[N:7]=2)[CH3:10])=[N:16][CH:15]=1, predict the reactants needed to synthesize it. The reactants are: Cl[C:2]1[N:7]=[C:6]([NH:8][C@H:9]([C:11]2[N:16]=[CH:15][C:14]([F:17])=[CH:13][N:12]=2)[CH3:10])[N:5]=[C:4]([NH:18][C:19]2[N:20]=[CH:21][N:22]([CH:24]([CH3:26])[CH3:25])[CH:23]=2)[N:3]=1.[NH:27]1[CH2:32][CH2:31][O:30][CH2:29][CH2:28]1. (2) Given the product [Cl:8][C:6]1[N:5]=[C:4]([NH2:9])[N:3]=[C:2]([NH:15][CH:10]2[CH2:14][CH2:13][CH2:12][CH2:11]2)[CH:7]=1, predict the reactants needed to synthesize it. The reactants are: Cl[C:2]1[CH:7]=[C:6]([Cl:8])[N:5]=[C:4]([NH2:9])[N:3]=1.[CH:10]1([NH2:15])[CH2:14][CH2:13][CH2:12][CH2:11]1.CCN(C(C)C)C(C)C.